Dataset: Peptide-MHC class I binding affinity with 185,985 pairs from IEDB/IMGT. Task: Regression. Given a peptide amino acid sequence and an MHC pseudo amino acid sequence, predict their binding affinity value. This is MHC class I binding data. (1) The MHC is HLA-A02:06 with pseudo-sequence HLA-A02:06. The binding affinity (normalized) is 0.226. The peptide sequence is FVETLARSI. (2) The peptide sequence is GSKYRGLPK. The MHC is HLA-B57:01 with pseudo-sequence HLA-B57:01. The binding affinity (normalized) is 0.0847. (3) The peptide sequence is LTLKGTSYK. The MHC is HLA-A03:01 with pseudo-sequence HLA-A03:01. The binding affinity (normalized) is 0.571. (4) The peptide sequence is GDYKLVEI. The MHC is Mamu-A2601 with pseudo-sequence Mamu-A2601. The binding affinity (normalized) is 0.